This data is from Full USPTO retrosynthesis dataset with 1.9M reactions from patents (1976-2016). The task is: Predict the reactants needed to synthesize the given product. (1) Given the product [Cl:1][C:2]1[CH:7]=[C:6]([Cl:8])[CH:5]=[CH:4][C:3]=1[C:9]1[O:13][C:12]([S:14][CH2:22][CH2:23][C:24]([O:26][CH2:27][CH3:28])=[O:25])=[N:11][N:10]=1, predict the reactants needed to synthesize it. The reactants are: [Cl:1][C:2]1[CH:7]=[C:6]([Cl:8])[CH:5]=[CH:4][C:3]=1[C:9]1[O:13][C:12]([SH:14])=[N:11][N:10]=1.C(=O)([O-])[O-].[K+].[K+].Br[CH2:22][CH2:23][C:24]([O:26][CH2:27][CH3:28])=[O:25].C(OCC)(=O)C. (2) Given the product [CH2:1]([O:3][C:4]([C:6]1[O:10][C:9]([C:17]2[CH:18]=[CH:19][C:14]([C:12]#[N:13])=[CH:15][CH:16]=2)=[N:8][CH:7]=1)=[O:5])[CH3:2], predict the reactants needed to synthesize it. The reactants are: [CH2:1]([O:3][C:4]([C:6]1[O:10][C:9](Cl)=[N:8][CH:7]=1)=[O:5])[CH3:2].[C:12]([C:14]1[CH:19]=[CH:18][C:17](B(O)O)=[CH:16][CH:15]=1)#[N:13]. (3) Given the product [CH3:1][O:2][C:3]1[CH:8]=[CH:7][CH:6]=[C:5]([C:9]2[CH:14]=[CH:13][CH:12]=[CH:11][CH:10]=2)[C:4]=1[CH2:15][CH:16]=[O:19], predict the reactants needed to synthesize it. The reactants are: [CH3:1][O:2][C:3]1[C:4]([CH2:15][CH:16]=C)=[C:5]([C:9]2[CH:14]=[CH:13][CH:12]=[CH:11][CH:10]=2)[CH:6]=[CH:7][CH:8]=1.Cl([O-])(=O)(=O)=[O:19].[Na+].S([O-])(O)(=O)=O.[Na+]. (4) Given the product [CH3:27][C:15]([NH:14][CH2:2][C:3]([N:5]1[C@@H:9]([C:10]#[CH:11])[CH2:8][CH2:7][C@H:6]1[C:12]#[N:13])=[O:4])([CH3:26])[CH2:16][O:17][C:18]1[CH:25]=[CH:24][C:21]([C:22]#[N:23])=[CH:20][N:19]=1, predict the reactants needed to synthesize it. The reactants are: Cl[CH2:2][C:3]([N:5]1[C@@H:9]([C:10]#[CH:11])[CH2:8][CH2:7][C@H:6]1[C:12]#[N:13])=[O:4].[NH2:14][C:15]([CH3:27])([CH3:26])[CH2:16][O:17][C:18]1[CH:25]=[CH:24][C:21]([C:22]#[N:23])=[CH:20][N:19]=1. (5) Given the product [NH2:1][C:2]1[CH:7]=[C:6]([C:8]2[CH:13]=[CH:12][C:11]([I:14])=[C:10]([F:15])[CH:9]=2)[N:5]=[C:4]([C:16]([OH:18])=[O:17])[C:3]=1[Cl:20], predict the reactants needed to synthesize it. The reactants are: [NH2:1][C:2]1[CH:7]=[C:6]([C:8]2[CH:13]=[CH:12][C:11]([I:14])=[C:10]([F:15])[CH:9]=2)[N:5]=[C:4]([C:16]([O:18]C)=[O:17])[C:3]=1[Cl:20].[OH-].[Na+]. (6) Given the product [F:1][C:2]1[CH:7]=[C:6]([N:29]2[CH:33]=[CH:32][CH:31]=[N:30]2)[CH:5]=[CH:4][C:3]=1[N:9]1[CH:14]=[C:13]([O:15][CH3:16])[C:12](=[O:17])[C:11]([C:18]2[N:22]([C:23]3[CH:28]=[CH:27][CH:26]=[CH:25][CH:24]=3)[N:21]=[CH:20][CH:19]=2)=[N:10]1, predict the reactants needed to synthesize it. The reactants are: [F:1][C:2]1[CH:7]=[C:6](I)[CH:5]=[CH:4][C:3]=1[N:9]1[CH:14]=[C:13]([O:15][CH3:16])[C:12](=[O:17])[C:11]([C:18]2[N:22]([C:23]3[CH:28]=[CH:27][CH:26]=[CH:25][CH:24]=3)[N:21]=[CH:20][CH:19]=2)=[N:10]1.[NH:29]1[CH:33]=[CH:32][CH:31]=[N:30]1.C(=NO)C1C(=CC=CC=1)O.C([O-])([O-])=O.[Cs+].[Cs+]. (7) Given the product [O:25]=[C:26]1[N:31]([C:32]2[CH:33]=[CH:34][CH:35]=[CH:36][CH:37]=2)[C:30]2[S:38][C:39]([NH:3][C:50](=[O:51])[O:53][C:55]([CH3:58])([CH3:57])[CH3:56])=[C:40]([C:41]3[CH:46]=[CH:45][CH:44]=[CH:43][CH:42]=3)[C:29]=2[CH:28]=[CH:27]1, predict the reactants needed to synthesize it. The reactants are: C([N:3](CC)CC)C.C1(P(N=[N+]=[N-])(C2C=CC=CC=2)=O)C=CC=CC=1.[O:25]=[C:26]1[N:31]([C:32]2[CH:37]=[CH:36][CH:35]=[CH:34][CH:33]=2)[C:30]2[S:38][C:39](C(O)=O)=[C:40]([C:41]3[CH:46]=[CH:45][CH:44]=[CH:43][CH:42]=3)[C:29]=2[CH:28]=[CH:27]1.[C:50]([O-:53])(O)=[O:51].[Na+].[C:55](O)([CH3:58])([CH3:57])[CH3:56].